Dataset: Reaction yield outcomes from USPTO patents with 853,638 reactions. Task: Predict the reaction yield, written as a fraction of the theoretical maximum amount of product (1.0 means a 100% yield; for example, 0.34 means a 34% yield). (1) The reactants are [ClH:1].[O:2]1[C:6]2=[CH:7][CH:8]=[CH:9][C:10](N)=[C:5]2[CH2:4][CH2:3]1.N([O-])=O.[Na+].[S:16](=[O:18])=[O:17]. The catalyst is C(#N)C.O.O.O.[Cu](Cl)Cl.C(O)(=O)C. The product is [O:2]1[C:6]2=[CH:7][CH:8]=[CH:9][C:10]([S:16]([Cl:1])(=[O:18])=[O:17])=[C:5]2[CH2:4][CH2:3]1. The yield is 0.400. (2) The reactants are [CH3:1][N:2]1[C:6]2[CH:7]=[C:8]([C:11]([OH:13])=O)[CH:9]=[CH:10][C:5]=2[N:4]=[CH:3]1.[NH:14]1[CH2:19][CH2:18][CH2:17][C@@H:16]2[C:20]3[CH:21]=[CH:22][CH:23]=[CH:24][C:25]=3[CH2:26][C@H:15]12.F[P-](F)(F)(F)(F)F.N1(OC(N(C)C)=[N+](C)C)C2N=CC=CC=2N=N1. No catalyst specified. The product is [N:14]1([C:11]([C:8]2[CH:9]=[CH:10][C:5]3[N:4]=[CH:3][N:2]([CH3:1])[C:6]=3[CH:7]=2)=[O:13])[CH2:19][CH2:18][CH2:17][C@@H:16]2[C:20]3[CH:21]=[CH:22][CH:23]=[CH:24][C:25]=3[CH2:26][C@H:15]12. The yield is 0.940. (3) The catalyst is ClCCl.O.C1(C)C=CC(S(O)(=O)=O)=CC=1. The yield is 0.260. The reactants are [Br:1][CH2:2][C@@H:3]([CH3:6])[CH2:4][OH:5].[O:7]1[CH:12]=[CH:11][CH2:10][CH2:9][CH2:8]1. The product is [Br:1][CH2:2][CH:3]([CH3:6])[CH2:4][O:5][C@H:8]1[CH2:9][CH2:10][CH2:11][CH2:12][O:7]1. (4) The reactants are Cl.[NH2:2][C:3]1[C:4]2[C:14]([O:15][CH2:16][C:17]([NH2:20])([CH3:19])[CH3:18])=[CH:13][CH:12]=[CH:11][C:5]=2[NH:6][S:7](=[O:10])(=[O:9])[N:8]=1.[CH:21]([C:24]1[CH:25]=[C:26]([CH:30]=[CH:31][N:32]=1)[C:27](O)=[O:28])([CH3:23])[CH3:22]. No catalyst specified. The product is [NH2:2][C:3]1[C:4]2[C:14]([O:15][CH2:16][C:17]([NH:20][C:27](=[O:28])[C:26]3[CH:30]=[CH:31][N:32]=[C:24]([CH:21]([CH3:22])[CH3:23])[CH:25]=3)([CH3:18])[CH3:19])=[CH:13][CH:12]=[CH:11][C:5]=2[NH:6][S:7](=[O:10])(=[O:9])[N:8]=1. The yield is 0.170.